The task is: Predict the reactants needed to synthesize the given product.. This data is from Full USPTO retrosynthesis dataset with 1.9M reactions from patents (1976-2016). (1) Given the product [F:64][C:62]1[CH:61]=[CH:60][C:59]([C:65]([F:67])([F:66])[F:68])=[C:58]([CH:63]=1)[C:57]([N:54]1[CH2:55][CH2:56][N:51]([C:49](=[O:50])[CH2:48][NH:47][C:22]([C:19]2[CH:18]=[C:17]([C:12]3[CH:13]=[CH:14][CH:15]=[CH:16][C:11]=3[F:10])[O:21][N:20]=2)=[O:24])[CH2:52][CH2:53]1)=[O:69], predict the reactants needed to synthesize it. The reactants are: CCN(C(C)C)C(C)C.[F:10][C:11]1[CH:16]=[CH:15][CH:14]=[CH:13][C:12]=1[C:17]1[O:21][N:20]=[C:19]([C:22]([OH:24])=O)[CH:18]=1.C1C=CC2N(O)N=NC=2C=1.CCN=C=NCCCN(C)C.Cl.[NH2:47][CH2:48][C:49]([N:51]1[CH2:56][CH2:55][N:54]([C:57](=[O:69])[C:58]2[CH:63]=[C:62]([F:64])[CH:61]=[CH:60][C:59]=2[C:65]([F:68])([F:67])[F:66])[CH2:53][CH2:52]1)=[O:50]. (2) Given the product [CH2:1]([O:3][C:4]([C:6]1([C:17](=[O:19])[NH2:22])[CH2:9][N:8]([C:10]([O:12][C:13]([CH3:16])([CH3:15])[CH3:14])=[O:11])[CH2:7]1)=[O:5])[CH3:2], predict the reactants needed to synthesize it. The reactants are: [CH2:1]([O:3][C:4]([C:6]1([C:17]([OH:19])=O)[CH2:9][N:8]([C:10]([O:12][C:13]([CH3:16])([CH3:15])[CH3:14])=[O:11])[CH2:7]1)=[O:5])[CH3:2].CC[N:22](CC)CC.ClC(OCC(C)C)=O. (3) Given the product [S:12]1[CH:16]=[CH:15][CH:14]=[C:13]1[C:17]1[C:18](=[O:19])[NH:10][C:8]2[CH:9]=[C:4]3[O:3][CH2:2][O:1][C:5]3=[CH:6][C:7]=2[N:11]=1, predict the reactants needed to synthesize it. The reactants are: [O:1]1[C:5]2[CH:6]=[C:7]([NH2:11])[C:8]([NH2:10])=[CH:9][C:4]=2[O:3][CH2:2]1.[S:12]1[CH:16]=[CH:15][CH:14]=[C:13]1[C:17](=O)[C:18](O)=[O:19]. (4) Given the product [CH2:36]([O:37][C:38](=[O:39])[NH:14][C:10]1[CH:11]=[CH:12][CH:13]=[C:8]([O:7][C:6]2[CH:15]=[CH:16][C:17]([N+:18]([O-:20])=[O:19])=[C:4]([CH:3]([O:2][CH3:1])[O:21][CH3:22])[CH:5]=2)[CH:9]=1)[C:30]1[CH:35]=[CH:34][CH:33]=[CH:32][CH:31]=1, predict the reactants needed to synthesize it. The reactants are: [CH3:1][O:2][CH:3]([O:21][CH3:22])[C:4]1[CH:5]=[C:6]([CH:15]=[CH:16][C:17]=1[N+:18]([O-:20])=[O:19])[O:7][C:8]1[CH:9]=[C:10]([NH2:14])[CH:11]=[CH:12][CH:13]=1.C(OC(C)C)(C)C.[C:30]1([CH2:36][O:37][C:38](Cl)=[O:39])[CH:35]=[CH:34][CH:33]=[CH:32][CH:31]=1.